Dataset: Full USPTO retrosynthesis dataset with 1.9M reactions from patents (1976-2016). Task: Predict the reactants needed to synthesize the given product. (1) The reactants are: [CH2:1]([O:8][C:9]1[CH:14]=[CH:13][C:12](Br)=[CH:11][C:10]=1[F:16])[C:2]1[CH:7]=[CH:6][CH:5]=[CH:4][CH:3]=1.[C:17]([O:21][C:22]([N:24]1[CH2:29][CH2:28][NH:27][CH2:26][CH2:25]1)=[O:23])([CH3:20])([CH3:19])[CH3:18].CC(C)([O-])C.[Na+].C1(C)C=CC=CC=1P(C1C=CC=CC=1C)C1C=CC=CC=1C. Given the product [C:17]([O:21][C:22]([N:24]1[CH2:29][CH2:28][N:27]([C:12]2[CH:13]=[CH:14][C:9]([O:8][CH2:1][C:2]3[CH:7]=[CH:6][CH:5]=[CH:4][CH:3]=3)=[C:10]([F:16])[CH:11]=2)[CH2:26][CH2:25]1)=[O:23])([CH3:20])([CH3:18])[CH3:19], predict the reactants needed to synthesize it. (2) Given the product [ClH:17].[N:11]1([CH2:10][C:6]2[CH:5]=[C:4]([CH:9]=[CH:8][CH:7]=2)[C:3]([OH:16])=[O:2])[CH2:15][CH2:14][CH2:13][CH2:12]1, predict the reactants needed to synthesize it. The reactants are: C[O:2][C:3](=[O:16])[C:4]1[CH:9]=[CH:8][CH:7]=[C:6]([CH2:10][N:11]2[CH2:15][CH2:14][CH2:13][CH2:12]2)[CH:5]=1.[ClH:17]. (3) Given the product [CH3:29][O:30][C:31]1[CH:32]=[C:33]([NH:34][C:2]2[C:3]3[NH:19][N:18]=[CH:17][C:4]=3[N:5]=[C:6]([C:8]3[N:9]=[C:10]4[CH:15]=[CH:14][CH:13]=[CH:12][N:11]4[CH:16]=3)[N:7]=2)[CH:35]=[CH:36][C:37]=1[O:38][CH3:39], predict the reactants needed to synthesize it. The reactants are: Cl[C:2]1[C:3]2[C:4](=[CH:17][N:18](CC3C=CC(OC)=CC=3)[N:19]=2)[N:5]=[C:6]([C:8]2[N:9]=[C:10]3[CH:15]=[CH:14][CH:13]=[CH:12][N:11]3[CH:16]=2)[N:7]=1.[CH3:29][O:30][C:31]1[CH:32]=[C:33]([CH:35]=[CH:36][C:37]=1[O:38][CH3:39])[NH2:34].Cl. (4) Given the product [CH3:44][O:45][C:46](=[O:55])[CH2:47][C:48]1[CH:49]=[N:50][CH:51]=[C:52]([C:28]2[CH:29]=[CH:30][C:25]([C:22]([C:19]3[CH:20]=[CH:21][C:16]([CH2:15][CH2:14][CH:9]([O:8][Si:5]([C:1]([CH3:4])([CH3:3])[CH3:2])([CH3:6])[CH3:7])[C:10]([CH3:13])([CH3:12])[CH3:11])=[C:17]([CH3:43])[CH:18]=3)([CH2:23][CH3:24])[CH2:41][CH3:42])=[CH:26][C:27]=2[CH3:40])[CH:53]=1, predict the reactants needed to synthesize it. The reactants are: [C:1]([Si:5]([O:8][CH:9]([CH2:14][CH2:15][C:16]1[CH:21]=[CH:20][C:19]([C:22]([CH2:41][CH3:42])([C:25]2[CH:30]=[CH:29][C:28](B3OC(C)(C)C(C)(C)O3)=[C:27]([CH3:40])[CH:26]=2)[CH2:23][CH3:24])=[CH:18][C:17]=1[CH3:43])[C:10]([CH3:13])([CH3:12])[CH3:11])([CH3:7])[CH3:6])([CH3:4])([CH3:3])[CH3:2].[CH3:44][O:45][C:46](=[O:55])[CH2:47][C:48]1[CH:49]=[N:50][CH:51]=[C:52](Br)[CH:53]=1.P([O-])([O-])([O-])=O.[K+].[K+].[K+]. (5) The reactants are: Cl[C:2]1[CH:3]=[CH:4][C:5]2[CH2:6][N:7]([CH3:19])[CH2:8][C@@H:9]([C:13]3[CH:18]=[CH:17][CH:16]=[CH:15][CH:14]=3)[O:10][C:11]=2[N:12]=1.[NH2:20][C:21]1[N:26]=[C:25]([O:27][CH3:28])[C:24]([C:29]2[CH:30]=[CH:31][C:32](=[O:36])[N:33]([CH3:35])[CH:34]=2)=[CH:23][CH:22]=1.CC1(C)C2C=CC=C(P(C3C=CC=CC=3)C3C=CC=CC=3)C=2OC2C1=CC=CC=2P(C1C=CC=CC=1)C1C=CC=CC=1.CCC([O-])(C)C.[Na+]. Given the product [CH3:28][O:27][C:25]1[C:24]([C:29]2[CH:30]=[CH:31][C:32](=[O:36])[N:33]([CH3:35])[CH:34]=2)=[CH:23][CH:22]=[C:21]([NH:20][C:2]2[CH:3]=[CH:4][C:5]3[CH2:6][N:7]([CH3:19])[CH2:8][C@@H:9]([C:13]4[CH:18]=[CH:17][CH:16]=[CH:15][CH:14]=4)[O:10][C:11]=3[N:12]=2)[N:26]=1, predict the reactants needed to synthesize it.